From a dataset of hERG potassium channel inhibition data for cardiac toxicity prediction from Karim et al.. Regression/Classification. Given a drug SMILES string, predict its toxicity properties. Task type varies by dataset: regression for continuous values (e.g., LD50, hERG inhibition percentage) or binary classification for toxic/non-toxic outcomes (e.g., AMES mutagenicity, cardiotoxicity, hepatotoxicity). Dataset: herg_karim. (1) The drug is Cn1cc(-c2cnc3ccc4ccc(NS(N)(=O)=O)cc4c(=O)c3c2)cn1. The result is 1 (blocker). (2) The result is 0 (non-blocker). The molecule is Cc1c(CC(=O)O)c2cc(F)ccc2n1S(=O)(=O)c1ccc(S(C)(=O)=O)cc1. (3) The molecule is CNC(=O)c1cccc(C2CCN([C@@H]3C[C@H]4OCC[C@@]4(C(=O)N4COc5ccc(C(F)(F)F)cc5C4)C3)CC2)c1. The result is 1 (blocker). (4) The drug is Cc1cc(-c2ccc(C[C@@H](C#N)NC(=O)[C@@H]3CNCCCO3)cc2)cc2c1oc(=O)n2C. The result is 0 (non-blocker).